From a dataset of Full USPTO retrosynthesis dataset with 1.9M reactions from patents (1976-2016). Predict the reactants needed to synthesize the given product. (1) The reactants are: C([N:4]1[C@H:9]([C:10]2[C:15]([CH3:16])=[CH:14][CH:13]=[CH:12][N:11]=2)[CH2:8][CH2:7][CH2:6][C@@H:5]1[C:17]1[C:22]([CH3:23])=[CH:21][CH:20]=[CH:19][N:18]=1)C=C.CN1C(=O)CC(=O)N(C)C1=O.C([O-])(O)=O.[Na+]. Given the product [CH3:16][C:15]1[C:10]([C@H:9]2[CH2:8][CH2:7][CH2:6][C@@H:5]([C:17]3[C:22]([CH3:23])=[CH:21][CH:20]=[CH:19][N:18]=3)[NH:4]2)=[N:11][CH:12]=[CH:13][CH:14]=1, predict the reactants needed to synthesize it. (2) The reactants are: [CH:1]1([C:4]2[N:8]([CH3:9])[C:7]3[CH:10]=[C:11]([N:14]4[CH:19]=[CH:18][C:17]([OH:20])=[CH:16][C:15]4=[O:21])[CH:12]=[CH:13][C:6]=3[N:5]=2)[CH2:3][CH2:2]1.[Cl:22][C:23]1[CH:28]=[CH:27][C:26]([CH2:29]O)=[CH:25][C:24]=1[F:31].C(P(CCCC)CCCC)CCC.N(C(N1CCCCC1)=O)=NC(N1CCCCC1)=O. Given the product [Cl:22][C:23]1[CH:28]=[CH:27][C:26]([CH2:29][O:20][C:17]2[CH:18]=[CH:19][N:14]([C:11]3[CH:12]=[CH:13][C:6]4[N:5]=[C:4]([CH:1]5[CH2:2][CH2:3]5)[N:8]([CH3:9])[C:7]=4[CH:10]=3)[C:15](=[O:21])[CH:16]=2)=[CH:25][C:24]=1[F:31], predict the reactants needed to synthesize it. (3) Given the product [CH2:1]([S:3][C:4]1[CH:5]=[C:6]([CH:18]=[CH:19][CH:20]=1)[O:7][C:8]1[N:16]=[CH:15][C:14]([F:17])=[CH:13][C:9]=1[C:10]([NH:21][CH2:22][C:23]1([OH:29])[CH2:28][CH2:27][CH2:26][CH2:25][CH2:24]1)=[O:12])[CH3:2], predict the reactants needed to synthesize it. The reactants are: [CH2:1]([S:3][C:4]1[CH:5]=[C:6]([CH:18]=[CH:19][CH:20]=1)[O:7][C:8]1[N:16]=[CH:15][C:14]([F:17])=[CH:13][C:9]=1[C:10]([OH:12])=O)[CH3:2].[NH2:21][CH2:22][C:23]1([OH:29])[CH2:28][CH2:27][CH2:26][CH2:25][CH2:24]1.C(N(CC)CC)C.Cl.CN(C)CCCN=C=NCC.ON1C2C=CC=CC=2N=N1. (4) Given the product [NH2:7][C@@H:8]1[C@@H:13]([OH:14])[C@H:12]([CH2:15][C:16]2[CH:21]=[CH:20][C:19]([NH2:22])=[C:18]([Br:23])[CH:17]=2)[CH2:11][S:10](=[O:24])[CH2:9]1, predict the reactants needed to synthesize it. The reactants are: C(OC(=O)[NH:7][C@@H:8]1[C@@H:13]([OH:14])[C@H:12]([CH2:15][C:16]2[CH:21]=[CH:20][C:19]([NH2:22])=[C:18]([Br:23])[CH:17]=2)[CH2:11][S:10](=[O:24])[CH2:9]1)(C)(C)C.C(O)(C(F)(F)F)=O. (5) Given the product [CH3:19][O:18][N:17]([CH3:16])[C:12](=[O:14])[CH2:11][C:7]1([C:1]2[CH:6]=[CH:5][CH:4]=[CH:3][CH:2]=2)[CH2:10][CH2:9][CH2:8]1, predict the reactants needed to synthesize it. The reactants are: [C:1]1([C:7]2([CH2:11][C:12]([OH:14])=O)[CH2:10][CH2:9][CH2:8]2)[CH:6]=[CH:5][CH:4]=[CH:3][CH:2]=1.Cl.[CH3:16][NH:17][O:18][CH3:19].CN(C(ON1N=NC2C=CC=NC1=2)=[N+](C)C)C.F[P-](F)(F)(F)(F)F.C(N(CC)CC)C. (6) Given the product [N:22]1[CH:23]=[CH:24][CH:25]=[C:20]([C:2]2[CH:10]=[C:9]3[C:5]([CH2:6][C:7](=[O:11])[NH:8]3)=[CH:4][CH:3]=2)[CH:21]=1, predict the reactants needed to synthesize it. The reactants are: Cl[C:2]1[CH:10]=[C:9]2[C:5]([CH2:6][C:7](=[O:11])[NH:8]2)=[CH:4][CH:3]=1.CC1(C)C(C)(C)CB([C:20]2[CH:21]=[N:22][CH:23]=[CH:24][CH:25]=2)C1.[O-]P([O-])([O-])=O.[K+].[K+].[K+].O. (7) Given the product [CH3:29][C:30]1[N:31]=[C:32]([N:40]2[C:44](=[O:45])[N:43]([CH2:46][CH2:47][CH2:48][C:49]([F:52])([F:51])[F:50])[N:42]=[CH:41]2)[S:33][C:34]=1[C:35]([OH:37])=[O:36], predict the reactants needed to synthesize it. The reactants are: CC1N=C(N2C(=O)N(CC3C=CC(C(F)(F)F)=CC=3)N=C2)SC=1C(OCC)=O.[CH3:29][C:30]1[N:31]=[C:32]([N:40]2[C:44](=[O:45])[N:43]([CH2:46][CH2:47][CH2:48][C:49]([F:52])([F:51])[F:50])[N:42]=[CH:41]2)[S:33][C:34]=1[C:35]([O:37]CC)=[O:36]. (8) The reactants are: Br[C:2]1[C:3]([CH:8]([N:11]2[C:19](=[O:20])[C:18]3[C:13](=[CH:14][CH:15]=[CH:16][CH:17]=3)[C:12]2=[O:21])[CH2:9][CH3:10])=[N:4][CH:5]=[N:6][CH:7]=1.C(N(CC)CC)C.[H][H]. Given the product [N:6]1[CH:7]=[CH:2][C:3]([CH:8]([N:11]2[C:12](=[O:21])[C:13]3[C:18](=[CH:17][CH:16]=[CH:15][CH:14]=3)[C:19]2=[O:20])[CH2:9][CH3:10])=[N:4][CH:5]=1, predict the reactants needed to synthesize it. (9) Given the product [CH3:25][O:24][C:17]1[CH:18]=[C:19]([O:22][CH3:23])[CH:20]=[CH:21][C:16]=1[C:14]1[N:11]=[C:9]([NH:8][C:5]2[CH:4]=[CH:3][C:2]([CH3:1])=[CH:7][N:6]=2)[S:10][CH:13]=1, predict the reactants needed to synthesize it. The reactants are: [CH3:1][C:2]1[CH:3]=[CH:4][C:5]([NH:8][C:9]([NH2:11])=[S:10])=[N:6][CH:7]=1.Br[CH2:13][C:14]([C:16]1[CH:21]=[CH:20][C:19]([O:22][CH3:23])=[CH:18][C:17]=1[O:24][CH3:25])=O. (10) Given the product [CH2:1]([N:8]1[CH2:13][CH2:12][O:11][CH:10]([C:14]2[CH:19]=[CH:18][C:17]([C:20]([C:22]3[C:27]([CH3:28])=[CH:26][CH:25]=[CH:24][C:23]=3[CH3:29])=[O:21])=[CH:16][CH:15]=2)[CH2:9]1)[C:2]1[CH:7]=[CH:6][CH:5]=[CH:4][CH:3]=1, predict the reactants needed to synthesize it. The reactants are: [CH2:1]([N:8]1[CH2:13][CH2:12][O:11][CH:10]([C:14]2[CH:19]=[CH:18][C:17]([CH:20]([C:22]3[C:27]([CH3:28])=[CH:26][CH:25]=[CH:24][C:23]=3[CH3:29])[OH:21])=[CH:16][CH:15]=2)[CH2:9]1)[C:2]1[CH:7]=[CH:6][CH:5]=[CH:4][CH:3]=1.CCN(CC)CC.[NH4+].[OH-].